This data is from Reaction yield outcomes from USPTO patents with 853,638 reactions. The task is: Predict the reaction yield, written as a fraction of the theoretical maximum amount of product (1.0 means a 100% yield; for example, 0.34 means a 34% yield). The reactants are [CH:1]([C:4]1[CH:9]=[CH:8][C:7]([C:10]2[O:14][C:13](=[O:15])[NH:12][N:11]=2)=[CH:6][CH:5]=1)([CH3:3])[CH3:2].Br[CH2:17][C:18]1[CH:27]=[CH:26][C:21]([C:22]([O:24][CH3:25])=[O:23])=[CH:20][CH:19]=1.[OH-].[Na+]. The catalyst is ClCCl.[Br-].C([N+](CCCC)(CCCC)CCCC)CCC. The product is [CH:1]([C:4]1[CH:9]=[CH:8][C:7]([C:10]2[O:14][C:13](=[O:15])[N:12]([CH2:17][C:18]3[CH:27]=[CH:26][C:21]([C:22]([O:24][CH3:25])=[O:23])=[CH:20][CH:19]=3)[N:11]=2)=[CH:6][CH:5]=1)([CH3:3])[CH3:2]. The yield is 0.930.